From a dataset of Reaction yield outcomes from USPTO patents with 853,638 reactions. Predict the reaction yield, written as a fraction of the theoretical maximum amount of product (1.0 means a 100% yield; for example, 0.34 means a 34% yield). (1) The reactants are [Cl:1][C:2]1[N:10]=[CH:9][CH:8]=[CH:7][C:3]=1[C:4]([OH:6])=O.C(Cl)(=O)C(Cl)=O.[NH2:17][C:18]1[CH:23]=[CH:22][C:21]([N:24]2[C:30](=[O:31])[CH2:29][C:28](=[O:32])[NH:27][C:26]3[C:33]4[C:38]([CH:39]=[CH:40][C:25]2=3)=[CH:37][CH:36]=[CH:35][CH:34]=4)=[CH:20][CH:19]=1.C(=O)([O-])O.[Na+]. The catalyst is ClCCl.C(N(CC)CC)C.O1CCCC1.CN(C=O)C. The product is [Cl:1][C:2]1[C:3]([C:4]([NH:17][C:18]2[CH:23]=[CH:22][C:21]([N:24]3[C:30](=[O:31])[CH2:29][C:28](=[O:32])[NH:27][C:26]4[C:33]5[C:38]([CH:39]=[CH:40][C:25]3=4)=[CH:37][CH:36]=[CH:35][CH:34]=5)=[CH:20][CH:19]=2)=[O:6])=[CH:7][CH:8]=[CH:9][N:10]=1. The yield is 0.600. (2) The reactants are [NH2:1][C:2]1[CH:3]=[C:4]2[C:8](=[CH:9][CH:10]=1)[N:7]([CH2:11][C:12]([O:14][CH3:15])=[O:13])[C:6](=[O:16])[CH2:5]2.[CH3:17][S:18](Cl)(=[O:20])=[O:19]. The catalyst is N1C=CC=CC=1. The product is [CH3:17][S:18]([NH:1][C:2]1[CH:3]=[C:4]2[C:8](=[CH:9][CH:10]=1)[N:7]([CH2:11][C:12]([O:14][CH3:15])=[O:13])[C:6](=[O:16])[CH2:5]2)(=[O:20])=[O:19]. The yield is 0.820. (3) The reactants are Cl.[N:2]1[CH:3]=[CH:4][N:5]2[CH:10]=[CH:9][N:8]=[C:7]([N:11]3[CH2:15][CH2:14][C@H:13]([NH2:16])[CH2:12]3)[C:6]=12.[C:17]1([N:23]2[CH:27]=[N:26][C:25]([C:28](O)=[O:29])=[N:24]2)[CH:22]=[CH:21][CH:20]=[CH:19][CH:18]=1.C(N(CC)C(C)C)C.CN(C(ON1N=NC2C=CC=NC1=2)=[N+](C)C)C.F[P-](F)(F)(F)(F)F. The catalyst is CN(C=O)C.C(OCC)(=O)C. The product is [N:2]1[CH:3]=[CH:4][N:5]2[CH:10]=[CH:9][N:8]=[C:7]([N:11]3[CH2:15][CH2:14][C@H:13]([NH:16][C:28]([C:25]4[N:26]=[CH:27][N:23]([C:17]5[CH:18]=[CH:19][CH:20]=[CH:21][CH:22]=5)[N:24]=4)=[O:29])[CH2:12]3)[C:6]=12. The yield is 0.540. (4) The reactants are C([O:5][C:6](=O)[CH2:7][CH:8]1[CH2:12][CH2:11][CH2:10][N:9]1[C:13]1[C:22]([N+:23]([O-])=O)=[CH:21][C:16]([C:17]([O:19][CH3:20])=[O:18])=[CH:15][N:14]=1)(C)(C)C.P(OC1C=CC=CC=1)(OC1C=CC=CC=1)OC1C=CC=CC=1. The catalyst is ClCCl.[NH4+].[O-][V](=O)=O.[Pt]. The product is [O:5]=[C:6]1[NH:23][C:22]2[CH:21]=[C:16]([C:17]([O:19][CH3:20])=[O:18])[CH:15]=[N:14][C:13]=2[N:9]2[CH2:10][CH2:11][CH2:12][CH:8]2[CH2:7]1. The yield is 0.724. (5) The reactants are [O:1]1[CH2:6][CH2:5][N:4]([C:7]2[CH:13]=[CH:12][C:10]([NH2:11])=[CH:9][CH:8]=2)[CH2:3][CH2:2]1.[Cl:14][C:15]1[CH:20]=[N:19][CH:18]=[C:17](Cl)[N:16]=1. No catalyst specified. The product is [Cl:14][C:15]1[N:16]=[C:17]([NH:11][C:10]2[CH:12]=[CH:13][C:7]([N:4]3[CH2:3][CH2:2][O:1][CH2:6][CH2:5]3)=[CH:8][CH:9]=2)[CH:18]=[N:19][CH:20]=1. The yield is 0.370. (6) The yield is 0.690. No catalyst specified. The reactants are [Cl:1][C:2]1[CH:18]=[CH:17][C:5]2[CH2:6][CH2:7][N:8]([C:11](=[O:16])[C:12]([F:15])([F:14])[F:13])[CH2:9][CH2:10][C:4]=2[C:3]=1OS(C(F)(F)F)(=O)=O.[C:27]1([CH:33]([O:35][C:36]2[CH:43]=[CH:42][C:39]([CH2:40][NH2:41])=[CH:38][CH:37]=2)[CH3:34])[CH:32]=[CH:31][CH:30]=[CH:29][CH:28]=1. The product is [Cl:1][C:2]1[CH:18]=[CH:17][C:5]2[CH2:6][CH2:7][N:8]([C:11](=[O:16])[C:12]([F:15])([F:14])[F:13])[CH2:9][CH2:10][C:4]=2[C:3]=1[NH:41][CH2:40][C:39]1[CH:42]=[CH:43][C:36]([O:35][CH:33]([C:27]2[CH:32]=[CH:31][CH:30]=[CH:29][CH:28]=2)[CH3:34])=[CH:37][CH:38]=1. (7) The reactants are [OH:1][C:2]1[CH:3]=[C:4]([CH:7]=[CH:8][C:9]=1[OH:10])[CH:5]=[O:6].[OH-].[K+]. No catalyst specified. The product is [CH2:5]([O:1][C:2]1[CH:3]=[C:4]([CH:7]=[CH:8][C:9]=1[OH:10])[CH:5]=[O:6])[C:4]1[CH:7]=[CH:8][CH:9]=[CH:2][CH:3]=1. The yield is 0.290. (8) The catalyst is CO. The yield is 1.00. The product is [Cl:1][C:2]1[S:9][C:8]2[CH:7]=[C:6]([C:10]([NH:12][C@@H:13]3[CH2:21][C:20]4[C:15](=[CH:16][CH:17]=[CH:18][CH:19]=4)[C@H:14]3[CH2:22][C:23]([OH:25])=[O:24])=[O:11])[NH:5][C:4]=2[C:3]=1[Cl:27]. The reactants are [Cl:1][C:2]1[S:9][C:8]2[CH:7]=[C:6]([C:10]([NH:12][C@@H:13]3[CH2:21][C:20]4[C:15](=[CH:16][CH:17]=[CH:18][CH:19]=4)[C@H:14]3[CH2:22][C:23]([O:25]C)=[O:24])=[O:11])[NH:5][C:4]=2[C:3]=1[Cl:27].C(=O)([O-])[O-].[K+].[K+].